Dataset: Reaction yield outcomes from USPTO patents with 853,638 reactions. Task: Predict the reaction yield, written as a fraction of the theoretical maximum amount of product (1.0 means a 100% yield; for example, 0.34 means a 34% yield). (1) The reactants are [N+:1]([C:4]1[CH:16]=[CH:15][C:7]([CH:8]=[CH:9][C:10]([O:12][CH2:13]C)=[O:11])=[C:6](OCC)[CH:5]=1)([O-])=O.[Mg].[C:21](OCC)(=[O:23])[CH3:22]. The catalyst is CO. The product is [CH2:21]([O:23][CH:9]([CH2:8][C:7]1[CH:6]=[CH:5][C:4]([NH2:1])=[CH:16][CH:15]=1)[C:10]([O:12][CH3:13])=[O:11])[CH3:22]. The yield is 0.720. (2) The reactants are [N+:1]([C:4]1[CH:5]=[CH:6][C:7]2[C:8]3[N:16]=[C:15]([C:17]4[CH:22]=[CH:21][CH:20]=[C:19]([C:23]([F:26])([F:25])[F:24])[CH:18]=4)[CH:14]=[C:13]([C:27]([O:29]C)=O)[C:9]=3[NH:10][C:11]=2[CH:12]=1)([O-:3])=[O:2].[NH3:31]. The catalyst is CO. The product is [N+:1]([C:4]1[CH:5]=[CH:6][C:7]2[C:8]3[N:16]=[C:15]([C:17]4[CH:22]=[CH:21][CH:20]=[C:19]([C:23]([F:25])([F:24])[F:26])[CH:18]=4)[CH:14]=[C:13]([C:27]([NH2:31])=[O:29])[C:9]=3[NH:10][C:11]=2[CH:12]=1)([O-:3])=[O:2]. The yield is 0.790. (3) The reactants are CO[CH:3](OC)[CH2:4][NH:5][C:6](=[O:22])[C@H:7]([NH:11][C:12](=[O:21])[O:13][CH2:14][C:15]1[CH:20]=[CH:19][CH:18]=[CH:17][CH:16]=1)[CH:8]([CH3:10])[CH3:9].C(O)(C(F)(F)F)=O.O.C([O-])([O-])=O.[Na+].[Na+]. No catalyst specified. The product is [CH:8]([C@@H:7]1[C:6](=[O:22])[NH:5][CH:4]=[CH:3][N:11]1[C:12]([O:13][CH2:14][C:15]1[CH:16]=[CH:17][CH:18]=[CH:19][CH:20]=1)=[O:21])([CH3:9])[CH3:10]. The yield is 0.954. (4) The yield is 0.570. The catalyst is C(O)C. The reactants are [H-].[Al+3].[Li+].[H-].[H-].[H-].O1CCCC1.[C:12]([C:14]1([CH3:38])[S:18][C:17]([C:19]2[NH:20][C:21]3[C:26]([CH:27]=2)=[CH:25][CH:24]=[CH:23][C:22]=3[N:28]([CH3:37])[S:29]([C:32]2[S:33][CH:34]=[CH:35][CH:36]=2)(=[O:31])=[O:30])=[N:16][CH2:15]1)#[N:13].[OH-].[Na+]. The product is [NH2:13][CH2:12][C:14]1([CH3:38])[S:18][C:17]([C:19]2[NH:20][C:21]3[C:26]([CH:27]=2)=[CH:25][CH:24]=[CH:23][C:22]=3[N:28]([CH3:37])[S:29]([C:32]2[S:33][CH:34]=[CH:35][CH:36]=2)(=[O:31])=[O:30])=[N:16][CH2:15]1. (5) The reactants are C1(C)C=CC(S(O[CH:11]([CH2:13]/[CH:14]=[CH:15]/[C:16]2[CH:17]=[N:18][CH:19]=[CH:20][CH:21]=2)[CH3:12])(=O)=O)=CC=1.[CH3:23][NH2:24]. The catalyst is C(O)C. The product is [CH3:23][NH:24][CH:11]([CH2:13]/[CH:14]=[CH:15]/[C:16]1[CH:17]=[N:18][CH:19]=[CH:20][CH:21]=1)[CH3:12]. The yield is 0.516. (6) The reactants are N#N.Br[C:4]1[CH:5]=[N:6][N:7]([CH:9]([CH3:11])[CH3:10])[CH:8]=1.[CH3:12][C:13]1([CH3:29])[C:17]([CH3:19])([CH3:18])[O:16][B:15]([B:15]2[O:16][C:17]([CH3:19])([CH3:18])[C:13]([CH3:29])([CH3:12])[O:14]2)[O:14]1.C([O-])(=O)C.[K+]. The catalyst is O1CCOCC1.C1C=CC(P(C2C=CC=CC=2)[C-]2C=CC=C2)=CC=1.C1C=CC(P(C2C=CC=CC=2)[C-]2C=CC=C2)=CC=1.Cl[Pd]Cl.[Fe+2]. The product is [CH:9]([N:7]1[CH:8]=[C:4]([B:15]2[O:16][C:17]([CH3:19])([CH3:18])[C:13]([CH3:29])([CH3:12])[O:14]2)[CH:5]=[N:6]1)([CH3:11])[CH3:10]. The yield is 0.670. (7) The reactants are C([Li])CCC.Br[C:7]1[CH:12]=[CH:11][C:10]([C:13]#[C:14][CH:15]([CH3:17])[CH3:16])=[C:9]([O:18][C:19]([F:22])([F:21])[F:20])[CH:8]=1.[C:23](=[O:25])=[O:24].Cl. The catalyst is O1CCCC1.O. The product is [CH3:16][CH:15]([CH3:17])[C:14]#[C:13][C:10]1[CH:11]=[CH:12][C:7]([C:23]([OH:25])=[O:24])=[CH:8][C:9]=1[O:18][C:19]([F:22])([F:21])[F:20]. The yield is 0.630. (8) The reactants are [CH:1]([C:3]1[C:4]([C:9]2[CH:18]=[CH:17][C:12]([C:13]([O:15][CH3:16])=[O:14])=[CH:11][CH:10]=2)=[N:5][CH:6]=[CH:7][CH:8]=1)=[CH2:2]. The catalyst is C(O)C.[Pd]. The product is [CH2:1]([C:3]1[C:4]([C:9]2[CH:18]=[CH:17][C:12]([C:13]([O:15][CH3:16])=[O:14])=[CH:11][CH:10]=2)=[N:5][CH:6]=[CH:7][CH:8]=1)[CH3:2]. The yield is 0.930.